Dataset: Full USPTO retrosynthesis dataset with 1.9M reactions from patents (1976-2016). Task: Predict the reactants needed to synthesize the given product. (1) Given the product [Br:1][C:2]1[CH:3]=[C:4]2[C:9](=[CH:10][CH:11]=1)[N:8]=[CH:7][CH:6]=[C:5]2[S:12][C:13]1([C:18]([OH:20])=[O:19])[CH2:17][CH2:16][CH2:15][CH2:14]1, predict the reactants needed to synthesize it. The reactants are: [Br:1][C:2]1[CH:3]=[C:4]2[C:9](=[CH:10][CH:11]=1)[N:8]=[CH:7][CH:6]=[C:5]2[S:12][C:13]1([C:18]([O:20]CC)=[O:19])[CH2:17][CH2:16][CH2:15][CH2:14]1.O1CCCC1.O.[OH-].[Li+].[OH-].[Na+]. (2) Given the product [CH3:1][O:2][C:3]([C:5]1[C:10]([CH:14]=[CH2:15])=[C:9]([NH2:12])[CH:8]=[C:7]([Cl:13])[N:6]=1)=[O:4], predict the reactants needed to synthesize it. The reactants are: [CH3:1][O:2][C:3]([C:5]1[C:10](Br)=[C:9]([NH2:12])[CH:8]=[C:7]([Cl:13])[N:6]=1)=[O:4].[CH2:14]([Sn](CCCC)(CCCC)C=C)[CH2:15]CC. (3) Given the product [CH3:1][O:2][C:3](=[O:21])[C@@H:4]([NH:13][C:14]([O:16][C:17]([CH3:20])([CH3:19])[CH3:18])=[O:15])[CH2:5][C:6]1[CH:11]=[CH:10][C:9]([B:22]2[O:26][C:25]([CH3:28])([CH3:27])[C:24]([CH3:30])([CH3:29])[O:23]2)=[CH:8][CH:7]=1, predict the reactants needed to synthesize it. The reactants are: [CH3:1][O:2][C:3](=[O:21])[C@@H:4]([NH:13][C:14]([O:16][C:17]([CH3:20])([CH3:19])[CH3:18])=[O:15])[CH2:5][C:6]1[CH:11]=[CH:10][C:9](Br)=[CH:8][CH:7]=1.[B:22]1([B:22]2[O:26][C:25]([CH3:28])([CH3:27])[C:24]([CH3:30])([CH3:29])[O:23]2)[O:26][C:25]([CH3:28])([CH3:27])[C:24]([CH3:30])([CH3:29])[O:23]1.CC([O-])=O.[K+]. (4) Given the product [CH2:1]([O:8][C:9]([N:11]1[CH2:12][CH2:13][CH:14]([CH2:17][NH:18][C:19]2[CH:24]=[CH:23][N:22]=[CH:21][C:20]=2[OH:25])[CH2:15][CH2:16]1)=[O:10])[C:2]1[CH:7]=[CH:6][CH:5]=[CH:4][CH:3]=1, predict the reactants needed to synthesize it. The reactants are: [CH2:1]([O:8][C:9]([N:11]1[CH2:16][CH2:15][CH:14]([C:17](=O)[NH:18][C:19]2[CH:24]=[CH:23][N:22]=[CH:21][C:20]=2[OH:25])[CH2:13][CH2:12]1)=[O:10])[C:2]1[CH:7]=[CH:6][CH:5]=[CH:4][CH:3]=1.B.C1COCC1. (5) Given the product [CH3:8][C:7]1[S:6][C:5]([N:9]2[CH2:14][CH2:13][CH2:12][CH2:11][CH2:10]2)=[N:4][C:3]=1[CH2:2][P:15](=[O:22])([O:19][CH2:20][CH3:21])[O:16][CH2:17][CH3:18], predict the reactants needed to synthesize it. The reactants are: Cl[CH2:2][C:3]1[N:4]=[C:5]([N:9]2[CH2:14][CH2:13][CH2:12][CH2:11][CH2:10]2)[S:6][C:7]=1[CH3:8].[P:15]([O:22]CC)([O:19][CH2:20][CH3:21])[O:16][CH2:17][CH3:18]. (6) Given the product [OH:14][CH2:13][C:12]([N:7]1[CH2:6][CH2:5][C:4]2[C:9](=[CH:10][CH:11]=[C:2]([B:24]3[O:25][C:26]([CH3:28])([CH3:27])[C:22]([CH3:38])([CH3:21])[O:23]3)[CH:3]=2)[CH2:8]1)=[O:15], predict the reactants needed to synthesize it. The reactants are: Br[C:2]1[CH:3]=[C:4]2[C:9](=[CH:10][CH:11]=1)[CH2:8][N:7]([C:12](=[O:15])[CH2:13][OH:14])[CH2:6][CH2:5]2.C([O-])(=O)C.[K+].[CH3:21][C:22]1([CH3:38])[C:26]([CH3:28])([CH3:27])[O:25][B:24]([B:24]2[O:25][C:26]([CH3:28])([CH3:27])[C:22]([CH3:38])([CH3:21])[O:23]2)[O:23]1.C1(P(C2C=CC=CC=2)C2C=CC=CC=2)C=CC=CC=1. (7) Given the product [CH3:13][O:12][C:9]1[CH:8]=[N:7][C:6]2[C:11](=[C:2]([CH3:1])[CH:3]=[CH:4][CH:5]=2)[N:10]=1, predict the reactants needed to synthesize it. The reactants are: [CH3:1][C:2]1[CH:3]=[CH:4][CH:5]=[C:6]2[C:11]=1[NH:10][C:9](=[O:12])[CH:8]=[N:7]2.[C:13](=O)([O-])[O-].[K+].[K+].CI.O.